This data is from Forward reaction prediction with 1.9M reactions from USPTO patents (1976-2016). The task is: Predict the product of the given reaction. (1) Given the reactants [N:1]#[C:2]Br.[CH3:4][O:5][C:6]1[CH:11]=[CH:10][C:9]([C:12]2([C:15]([NH:17][NH2:18])=[O:16])[CH2:14][CH2:13]2)=[CH:8][CH:7]=1.C(=O)(O)[O-].[K+], predict the reaction product. The product is: [CH3:4][O:5][C:6]1[CH:7]=[CH:8][C:9]([C:12]2([C:15]3[O:16][C:2]([NH2:1])=[N:18][N:17]=3)[CH2:14][CH2:13]2)=[CH:10][CH:11]=1. (2) Given the reactants [CH3:1][O:2][C:3](=[O:10])[CH:4](Cl)[C:5](=[O:8])[CH2:6][CH3:7].C1(O)C=CC=CC=1.[C:18]([C:20]1[CH:21]=[C:22]([OH:28])[CH:23]=[C:24]([C:26]#[N:27])[CH:25]=1)#[N:19].C(=O)([O-])[O-].[Cs+].[Cs+], predict the reaction product. The product is: [CH3:1][O:2][C:3](=[O:10])[CH:4]([O:28][C:22]1[CH:21]=[C:20]([C:18]#[N:19])[CH:25]=[C:24]([C:26]#[N:27])[CH:23]=1)[C:5](=[O:8])[CH2:6][CH3:7]. (3) Given the reactants [NH2:1][C:2]1[CH:16]=[CH:15][CH:14]=[CH:13][C:3]=1[C:4]([C:6]1[CH:11]=[CH:10][C:9]([F:12])=[CH:8][CH:7]=1)=O.[CH:17]1([C:20](=O)[CH2:21][C:22]([O:24][CH3:25])=[O:23])[CH2:19][CH2:18]1.S(=O)(=O)(O)O, predict the reaction product. The product is: [CH:17]1([C:20]2[C:21]([C:22]([O:24][CH3:25])=[O:23])=[C:4]([C:6]3[CH:11]=[CH:10][C:9]([F:12])=[CH:8][CH:7]=3)[C:3]3[C:2](=[CH:16][CH:15]=[CH:14][CH:13]=3)[N:1]=2)[CH2:19][CH2:18]1. (4) Given the reactants [N:1]1([C:7]([O:9][C:10]([CH3:13])([CH3:12])[CH3:11])=[O:8])[CH2:6][CH2:5][NH:4][CH2:3][CH2:2]1.[C:14]([N:17]1[C:26]2[C:21](=[CH:22][C:23](Br)=[CH:24][CH:25]=2)[C@H:20]([NH:28][C:29](=[O:38])[O:30][CH2:31][C:32]2[CH:37]=[CH:36][CH:35]=[CH:34][CH:33]=2)[C@@H:19]([CH3:39])[C@@H:18]1[CH3:40])(=[O:16])[CH3:15].CC(C)([O-])C.[Na+].CN(C1C(C2C(P(C3CCCCC3)C3CCCCC3)=CC=CC=2)=CC=CC=1)C, predict the reaction product. The product is: [C:14]([N:17]1[C:26]2[C:21](=[CH:22][C:23]([N:4]3[CH2:5][CH2:6][N:1]([C:7]([O:9][C:10]([CH3:13])([CH3:12])[CH3:11])=[O:8])[CH2:2][CH2:3]3)=[CH:24][CH:25]=2)[C@H:20]([NH:28][C:29]([O:30][CH2:31][C:32]2[CH:37]=[CH:36][CH:35]=[CH:34][CH:33]=2)=[O:38])[C@@H:19]([CH3:39])[C@@H:18]1[CH3:40])(=[O:16])[CH3:15]. (5) Given the reactants [C:1]([C:4]1[CH:5]=[C:6]([C:10]2[C:15]3[N:16]([C:19]4[CH:24]=[CH:23][CH:22]=[CH:21][CH:20]=4)[CH:17]=[N:18][C:14]=3[CH:13]=[C:12]([C:25]([F:28])([F:27])[F:26])[CH:11]=2)[CH:7]=[CH:8][CH:9]=1)(=[O:3])[CH3:2].[CH3:29][Mg]Br, predict the reaction product. The product is: [OH:3][C:1]([C:4]1[CH:5]=[C:6]([C:10]2[C:15]3[N:16]([C:19]4[CH:24]=[CH:23][CH:22]=[CH:21][CH:20]=4)[CH:17]=[N:18][C:14]=3[CH:13]=[C:12]([C:25]([F:27])([F:28])[F:26])[CH:11]=2)[CH:7]=[CH:8][CH:9]=1)([CH3:29])[CH3:2].